This data is from Catalyst prediction with 721,799 reactions and 888 catalyst types from USPTO. The task is: Predict which catalyst facilitates the given reaction. The catalyst class is: 122. Product: [Cl:1][C:2]1[CH:8]=[C:7]2[C:5](=[C:4]([F:12])[CH:3]=1)[NH:6][C:10]([CH3:11])=[CH:9]2. Reactant: [Cl:1][C:2]1[CH:8]=[C:7]([C:9]#[C:10][CH3:11])[C:5]([NH2:6])=[C:4]([F:12])[CH:3]=1.C(OCC)(=O)C.